Dataset: Full USPTO retrosynthesis dataset with 1.9M reactions from patents (1976-2016). Task: Predict the reactants needed to synthesize the given product. (1) Given the product [F:21][C:2]([F:1])([F:20])[O:3][C:4]1[CH:5]=[C:6]2[C:14](=[CH:15][CH:16]=1)[NH:13][C:12]1[CH2:11][CH2:10][CH:9]([CH2:17][NH2:19])[CH2:8][C:7]2=1, predict the reactants needed to synthesize it. The reactants are: [F:1][C:2]([F:21])([F:20])[O:3][C:4]1[CH:5]=[C:6]2[C:14](=[CH:15][CH:16]=1)[NH:13][C:12]1[CH2:11][CH2:10][CH:9]([C:17]([NH2:19])=O)[CH2:8][C:7]2=1.[H-].[Al+3].[Li+].[H-].[H-].[H-]. (2) The reactants are: Br[C:2]1[CH:7]=[CH:6][C:5]([F:8])=[CH:4][C:3]=1[F:9].C([Li])CCC.C([O:17][C:18]([CH:20]([N:22]1[C:30]2[C:25](=[CH:26][CH:27]=[CH:28][CH:29]=2)[CH:24]=[CH:23]1)[CH3:21])=O)C.[Cl-].[NH4+]. Given the product [F:9][C:3]1[CH:4]=[C:5]([F:8])[CH:6]=[CH:7][C:2]=1[C:18]([CH:20]([N:22]1[C:30]2[C:25](=[CH:26][CH:27]=[CH:28][CH:29]=2)[CH:24]=[CH:23]1)[CH3:21])=[O:17], predict the reactants needed to synthesize it. (3) Given the product [NH2:27][C:24]1[CH:25]=[CH:20][CH:21]=[CH:22][CH:23]=1.[CH3:1][CH2:2][CH2:3][CH2:4][C@H:5]1[C:14](=[O:15])[O:13][C@H:12]([CH3:16])[C@H:11]([NH:17][C:18]([C:20]2[CH:21]=[CH:22][CH:23]=[C:24]([NH:27][CH:28]=[O:29])[C:25]=2[OH:26])=[O:19])[C:9](=[O:10])[O:8][C@@H:7]([CH3:30])[C@@H:6]1[O:31][C:32]([CH2:34][CH:35]([CH3:36])[CH3:37])=[O:33], predict the reactants needed to synthesize it. The reactants are: [CH3:1][CH2:2][CH2:3][CH2:4][C@H:5]1[C:14](=[O:15])[O:13][C@H:12]([CH3:16])[C@H:11]([NH:17][C:18]([C:20]2[CH:21]=[CH:22][CH:23]=[C:24]([NH:27][CH:28]=[O:29])[C:25]=2[OH:26])=[O:19])[C:9](=[O:10])[O:8][C@@H:7]([CH3:30])[C@@H:6]1[O:31][C:32]([CH2:34][CH:35]([CH3:37])[CH3:36])=[O:33].N1C=CC=CC=1.P(Cl)(Cl)(Cl)(Cl)Cl.C(=O)(O)[O-].[Na+]. (4) Given the product [ClH:31].[ClH:31].[N:1]1([C:7]2[C:17]3[O:16][CH2:15][CH2:14][NH:13][CH2:12][C:11]=3[CH:10]=[CH:9][CH:8]=2)[CH2:6][CH2:5][CH2:4][CH2:3][CH2:2]1, predict the reactants needed to synthesize it. The reactants are: [N:1]1([C:7]2[C:17]3[O:16][CH2:15][CH2:14][N:13](C(OC(C)(C)C)=O)[CH2:12][C:11]=3[CH:10]=[CH:9][CH:8]=2)[CH2:6][CH2:5][CH2:4][CH2:3][CH2:2]1.C(OCC)(=O)C.[ClH:31]. (5) Given the product [O:16]1[CH:17]=[CH:18][CH:19]=[C:15]1[C:13]1[N:14]=[C:10]([NH:9][C:7](=[O:8])[C:6]2[CH:5]=[CH:4][C:3]([CH2:2][N:28]3[CH:32]=[CH:31][N:30]=[CH:29]3)=[CH:27][CH:26]=2)[S:11][C:12]=1[C:20]1[CH:21]=[CH:22][N:23]=[CH:24][CH:25]=1, predict the reactants needed to synthesize it. The reactants are: Br[CH2:2][C:3]1[CH:27]=[CH:26][C:6]([C:7]([NH:9][C:10]2[S:11][C:12]([C:20]3[CH:25]=[CH:24][N:23]=[CH:22][CH:21]=3)=[C:13]([C:15]3[O:16][CH:17]=[CH:18][CH:19]=3)[N:14]=2)=[O:8])=[CH:5][CH:4]=1.[NH:28]1[CH:32]=[CH:31][N:30]=[CH:29]1.O. (6) Given the product [OH:16][CH2:15][C:13]1[CH:12]=[N:11][N:10]([CH2:7][CH2:8][CH3:9])[N:14]=1, predict the reactants needed to synthesize it. The reactants are: [H-].[Li+].[Al+3].[H-].[H-].[H-].[CH2:7]([N:10]1[N:14]=[C:13]([C:15](OC)=[O:16])[CH:12]=[N:11]1)[CH2:8][CH3:9].S([O-])([O-])(=O)=S.[Na+].[Na+]. (7) Given the product [F:38][C:33]1[CH:34]=[CH:35][CH:36]=[CH:37][C:32]=1[O:31][C:26]1[N:27]=[CH:28][C:29]2[N:30]=[C:22]([C:19]3[CH:20]=[CH:21][C:16](/[CH:15]=[CH:14]/[C:13]([N:9]4[CH2:10][CH2:11][CH2:12][C@H:8]4[C:6]([OH:7])=[O:5])=[O:39])=[CH:17][CH:18]=3)[O:23][C:24]=2[N:25]=1, predict the reactants needed to synthesize it. The reactants are: C([O:5][C:6]([C@@H:8]1[CH2:12][CH2:11][CH2:10][N:9]1[C:13](=[O:39])/[CH:14]=[CH:15]/[C:16]1[CH:21]=[CH:20][C:19]([C:22]2[O:23][C:24]3[N:25]=[C:26]([O:31][C:32]4[CH:37]=[CH:36][CH:35]=[CH:34][C:33]=4[F:38])[N:27]=[CH:28][C:29]=3[N:30]=2)=[CH:18][CH:17]=1)=[O:7])(C)(C)C.